From a dataset of Reaction yield outcomes from USPTO patents with 853,638 reactions. Predict the reaction yield, written as a fraction of the theoretical maximum amount of product (1.0 means a 100% yield; for example, 0.34 means a 34% yield). (1) The reactants are [S:1]1[CH:5]=[CH:4][N:3]=[C:2]1[CH2:6][N:7]1[C:15]2[C:10](=[CH:11][C:12]([NH:16][C:17]3[C:26]4[C:21](=[CH:22][CH:23]=[CH:24][C:25]=4[O:27][C@@H:28]([CH3:33])[C:29](OC)=[O:30])[N:20]=[CH:19][N:18]=3)=[CH:13][CH:14]=2)[CH:9]=[N:8]1.[CH3:34][NH2:35]. No catalyst specified. The product is [CH3:34][NH:35][C:29](=[O:30])[C@@H:28]([O:27][C:25]1[CH:24]=[CH:23][CH:22]=[C:21]2[C:26]=1[C:17]([NH:16][C:12]1[CH:11]=[C:10]3[C:15](=[CH:14][CH:13]=1)[N:7]([CH2:6][C:2]1[S:1][CH:5]=[CH:4][N:3]=1)[N:8]=[CH:9]3)=[N:18][CH:19]=[N:20]2)[CH3:33]. The yield is 0.840. (2) The reactants are [N+]([C:4]1[CH:11]=[CH:10][CH:9]=[C:8]([N+:12]([O-:14])=[O:13])[C:5]=1[C:6]#[N:7])([O-])=O.[CH3:15][O:16][C:17]1[CH:18]=[C:19]([CH:22]=[CH:23][CH:24]=1)[CH2:20][OH:21]. No catalyst specified. The product is [CH3:15][O:16][C:17]1[CH:18]=[C:19]([CH:22]=[CH:23][CH:24]=1)[CH2:20][O:21][C:4]1[CH:11]=[CH:10][CH:9]=[C:8]([N+:12]([O-:14])=[O:13])[C:5]=1[C:6]#[N:7]. The yield is 0.830.